This data is from Reaction yield outcomes from USPTO patents with 853,638 reactions. The task is: Predict the reaction yield, written as a fraction of the theoretical maximum amount of product (1.0 means a 100% yield; for example, 0.34 means a 34% yield). (1) The product is [Br:6][C:7]1[CH:14]=[CH:5][C:4]2[O:3][CH:2]=[C:1]([C:19]([O:21][CH2:22][CH3:23])=[O:20])[C:9]=2[CH:8]=1. The catalyst is C(Cl)Cl. The reactants are [CH3:1][CH2:2][O:3][CH2:4][CH3:5].[Br:6][C:7]1[CH:8]=[CH:9]C(O)=C([CH:14]=1)C=O.[N+](=C[C:19]([O:21][CH2:22][CH3:23])=[O:20])=[N-].N#N.OS(O)(=O)=O.C([O-])([O-])=O.[Na+].[Na+]. The yield is 0.750. (2) The reactants are C1COCC1.[N:6]([CH2:9][CH2:10][O:11][CH2:12][CH2:13][O:14][CH2:15][CH2:16][O:17][CH2:18][CH2:19][O:20][C:21]12[CH2:30][CH:25]3[CH2:26][CH:27]([CH2:29][CH:23]([CH2:24]3)[CH2:22]1)[CH2:28]2)=[N+]=[N-].C1(P(C2C=CC=CC=2)C2C=CC=CC=2)C=CC=CC=1. The catalyst is O. The product is [C:21]12([O:20][CH2:19][CH2:18][O:17][CH2:16][CH2:15][O:14][CH2:13][CH2:12][O:11][CH2:10][CH2:9][NH2:6])[CH2:22][CH:23]3[CH2:24][CH:25]([CH2:26][CH:27]([CH2:29]3)[CH2:28]1)[CH2:30]2. The yield is 0.550. (3) The reactants are Cl.[F:2][C:3]([F:27])([F:26])[C:4]1[CH:9]=[CH:8][C:7]([N:10]2[CH2:15][CH2:14][CH:13]([O:16][C:17]3[N:18]=[CH:19][C:20]([C:23](O)=[O:24])=[N:21][CH:22]=3)[CH2:12][CH2:11]2)=[CH:6][CH:5]=1.C(N(CC)CC)C.O.ON1C2C=CC=CC=2N=N1.Cl.CN(C)CCCN=C=NCC.[NH2:58][CH:59]1[CH2:64][CH2:63][N:62]([C:65]([O:67][C:68]([CH3:71])([CH3:70])[CH3:69])=[O:66])[CH2:61][CH2:60]1. The catalyst is CN(C)C=O. The product is [F:26][C:3]([F:2])([F:27])[C:4]1[CH:9]=[CH:8][C:7]([N:10]2[CH2:15][CH2:14][CH:13]([O:16][C:17]3[N:18]=[CH:19][C:20]([C:23]([NH:58][CH:59]4[CH2:60][CH2:61][N:62]([C:65]([O:67][C:68]([CH3:71])([CH3:70])[CH3:69])=[O:66])[CH2:63][CH2:64]4)=[O:24])=[N:21][CH:22]=3)[CH2:12][CH2:11]2)=[CH:6][CH:5]=1. The yield is 0.440.